This data is from CYP3A4 inhibition data for predicting drug metabolism from PubChem BioAssay. The task is: Regression/Classification. Given a drug SMILES string, predict its absorption, distribution, metabolism, or excretion properties. Task type varies by dataset: regression for continuous measurements (e.g., permeability, clearance, half-life) or binary classification for categorical outcomes (e.g., BBB penetration, CYP inhibition). Dataset: cyp3a4_veith. (1) The drug is Cc1cc(OC(=O)c2ccc(Cl)cc2)cc(=O)n1C. The result is 0 (non-inhibitor). (2) The result is 1 (inhibitor). The compound is O=C(NCc1cccnc1)C1CC2c3ccccc3C1c1ccccc12. (3) The molecule is CS(=O)(=O)Nc1cccc(-c2nc(Nc3ccncc3)c3ccccc3n2)c1. The result is 1 (inhibitor).